Dataset: Full USPTO retrosynthesis dataset with 1.9M reactions from patents (1976-2016). Task: Predict the reactants needed to synthesize the given product. (1) The reactants are: [OH:1][C:2]1[C:3]2[N:4]([C:8]([C:11]3[C:16]([C:17]#[N:18])=[CH:15][N:14]=[C:13]([S:19][CH3:20])[N:12]=3)=[CH:9][N:10]=2)[CH:5]=[CH:6][CH:7]=1.C(=O)([O-])[O-].[K+].[K+].CC1C=CC(S(O[CH2:38][F:39])(=O)=O)=CC=1.C(=O)([O-])O.[Na+]. Given the product [F:39][CH2:38][O:1][C:2]1[C:3]2[N:4]([C:8]([C:11]3[C:16]([C:17]#[N:18])=[CH:15][N:14]=[C:13]([S:19][CH3:20])[N:12]=3)=[CH:9][N:10]=2)[CH:5]=[CH:6][CH:7]=1, predict the reactants needed to synthesize it. (2) Given the product [O:50]=[S:2]1(=[O:1])[CH2:7][CH2:6][N:5]([CH2:8][CH2:9][NH:10][C@:11]23[CH2:46][CH2:45][C@@H:44]([C:47]([CH3:49])=[CH2:48])[C@@H:12]2[C@@H:13]2[C@@:26]([CH3:29])([CH2:27][CH2:28]3)[C@@:25]3([CH3:30])[C@@H:16]([C@:17]4([CH3:43])[C@@H:22]([CH2:23][CH2:24]3)[C:21]([CH3:32])([CH3:31])[C:20]([C:33]3[CH:42]=[CH:41][C:36]([C:37]([OH:39])=[O:38])=[CH:35][CH:34]=3)=[CH:19][CH2:18]4)[CH2:15][CH2:14]2)[CH2:4][CH2:3]1, predict the reactants needed to synthesize it. The reactants are: [O:1]=[S:2]1(=[O:50])[CH2:7][CH2:6][N:5]([CH2:8][CH2:9][NH:10][C@:11]23[CH2:46][CH2:45][C@@H:44]([C:47]([CH3:49])=[CH2:48])[C@@H:12]2[C@@H:13]2[C@@:26]([CH3:29])([CH2:27][CH2:28]3)[C@@:25]3([CH3:30])[C@@H:16]([C@:17]4([CH3:43])[C@@H:22]([CH2:23][CH2:24]3)[C:21]([CH3:32])([CH3:31])[C:20]([C:33]3[CH:42]=[CH:41][C:36]([C:37]([O:39]C)=[O:38])=[CH:35][CH:34]=3)=[CH:19][CH2:18]4)[CH2:15][CH2:14]2)[CH2:4][CH2:3]1.[OH-].[Na+]. (3) Given the product [CH:2]([C:3]1[N:4]=[CH:5][C:6]([NH:9][C:10](=[O:16])[O:11][C:12]([CH3:15])([CH3:14])[CH3:13])=[N:7][CH:8]=1)=[O:23], predict the reactants needed to synthesize it. The reactants are: Br[CH2:2][C:3]1[N:4]=[CH:5][C:6]([NH:9][C:10](=[O:16])[O:11][C:12]([CH3:15])([CH3:14])[CH3:13])=[N:7][CH:8]=1.O.O.C[N+]([O-:23])(C)C.O.C(Cl)(Cl)Cl.